Dataset: Forward reaction prediction with 1.9M reactions from USPTO patents (1976-2016). Task: Predict the product of the given reaction. Given the reactants O[CH2:2][CH2:3][O:4][C:5]1[C:10]([CH3:11])=[CH:9][C:8]([C:12]2[NH:21][C:20](=[O:22])[C:19]3[C:14](=[C:15]([O:23][CH3:24])[CH:16]=[CH:17][CH:18]=3)[N:13]=2)=[CH:7][C:6]=1[CH3:25].C1C=CC(P(C2C=CC=CC=2)C2C=CC=CC=2)=CC=1.C(Br)(Br)(Br)[Br:46], predict the reaction product. The product is: [Br:46][CH2:2][CH2:3][O:4][C:5]1[C:10]([CH3:11])=[CH:9][C:8]([C:12]2[NH:21][C:20](=[O:22])[C:19]3[C:14](=[C:15]([O:23][CH3:24])[CH:16]=[CH:17][CH:18]=3)[N:13]=2)=[CH:7][C:6]=1[CH3:25].